Dataset: Retrosynthesis with 50K atom-mapped reactions and 10 reaction types from USPTO. Task: Predict the reactants needed to synthesize the given product. (1) Given the product O=C(CCCCCCl)c1ccccc1, predict the reactants needed to synthesize it. The reactants are: O=C(Cl)CCCCCCl.c1ccccc1. (2) Given the product Clc1nc2c(c(N3CCOCC3)n1)OCC(C1CC1)O2, predict the reactants needed to synthesize it. The reactants are: OC(COc1c(Cl)nc(Cl)nc1N1CCOCC1)C1CC1.